Task: Predict the product of the given reaction.. Dataset: Forward reaction prediction with 1.9M reactions from USPTO patents (1976-2016) (1) Given the reactants [Cl:1][C:2]1[CH:3]=[C:4]([C@@H:8]2[C@@H:13]([C:14]3[CH:19]=[CH:18][C:17]([Cl:20])=[CH:16][CH:15]=3)[N:12]([C@@H:21]([CH2:29][CH3:30])[CH2:22][N:23]3[CH2:28][CH2:27][O:26][CH2:25][CH2:24]3)[C:11](=[O:31])[C@:10]([CH2:33][CH:34]=[O:35])([CH3:32])[CH2:9]2)[CH:5]=[CH:6][CH:7]=1.CC(C)=[O:38], predict the reaction product. The product is: [Cl:1][C:2]1[CH:3]=[C:4]([C@@H:8]2[C@@H:13]([C:14]3[CH:15]=[CH:16][C:17]([Cl:20])=[CH:18][CH:19]=3)[N:12]([C@@H:21]([CH2:29][CH3:30])[CH2:22][N:23]3[CH2:28][CH2:27][O:26][CH2:25][CH2:24]3)[C:11](=[O:31])[C@:10]([CH2:33][C:34]([OH:38])=[O:35])([CH3:32])[CH2:9]2)[CH:5]=[CH:6][CH:7]=1. (2) Given the reactants [CH3:1][C:2]1([CH3:47])[C:14](/[CH:15]=C/C=C/C=C/C=C2\C(C)(C)C3C4C=CC=CC=4C=CC=3N\2CCC(O)=O)=[N+:13]([CH2:42][CH2:43][C:44]([OH:46])=[O:45])[C:12]2[CH:11]=[CH:10][C:9]3[CH:8]=[CH:7][CH:6]=[CH:5][C:4]=3[C:3]1=2.[Br-].CC1(C)C2C3C=CC=CC=3C=CC=2N=C1C.BrCCC(O)=O, predict the reaction product. The product is: [CH3:1][C:2]1([CH3:47])[C:3]2[C:4]3[CH:5]=[CH:6][CH:7]=[CH:8][C:9]=3[CH:10]=[CH:11][C:12]=2[N:13]([CH2:42][CH2:43][C:44]([OH:46])=[O:45])[CH:14]1[CH3:15]. (3) Given the reactants [CH3:1][NH:2][CH2:3][CH2:4][C@@H:5]([C:7]1[S:8][CH:9]=[CH:10][CH:11]=1)[OH:6].[Cl-].O.[C:14]1([CH3:24])[CH:19]=[CH:18][C:17]([S:20](O)(=[O:22])=[O:21])=[CH:16][CH:15]=1, predict the reaction product. The product is: [C:14]1([CH3:24])[CH:19]=[CH:18][C:17]([S:20]([O:6][C@H:5]([C:7]2[S:8][CH:9]=[CH:10][CH:11]=2)[CH2:4][CH2:3][NH:2][CH3:1])(=[O:22])=[O:21])=[CH:16][CH:15]=1. (4) Given the reactants [Br:1][C:2]1[CH:7]=[CH:6][C:5](/[C:8](=[N:11]\[NH:12][C:13]2[CH:18]=[CH:17][CH:16]=[CH:15][CH:14]=2)/[CH2:9][CH3:10])=[C:4](F)[CH:3]=1.BrC1C=CC(/C(=N/NC2C=CC=CC=2)/CC)=C(F)C=1.C(=O)([O-])[O-].[K+].[K+], predict the reaction product. The product is: [Br:1][C:2]1[CH:7]=[C:6]2[C:5]([C:8]([CH2:9][CH3:10])=[N:11][N:12]2[C:13]2[CH:18]=[CH:17][CH:16]=[CH:15][CH:14]=2)=[CH:4][CH:3]=1.